Dataset: Peptide-MHC class II binding affinity with 134,281 pairs from IEDB. Task: Regression. Given a peptide amino acid sequence and an MHC pseudo amino acid sequence, predict their binding affinity value. This is MHC class II binding data. (1) The peptide sequence is LLVLAGWLFHVRGAR. The MHC is DRB3_0101 with pseudo-sequence DRB3_0101. The binding affinity (normalized) is 0. (2) The peptide sequence is PAVKYIEPDMIVNAT. The MHC is DRB1_0301 with pseudo-sequence DRB1_0301. The binding affinity (normalized) is 0.616.